This data is from Peptide-MHC class II binding affinity with 134,281 pairs from IEDB. The task is: Regression. Given a peptide amino acid sequence and an MHC pseudo amino acid sequence, predict their binding affinity value. This is MHC class II binding data. The peptide sequence is WPKSHTLWSNGVLES. The MHC is DRB1_0401 with pseudo-sequence DRB1_0401. The binding affinity (normalized) is 0.466.